This data is from Forward reaction prediction with 1.9M reactions from USPTO patents (1976-2016). The task is: Predict the product of the given reaction. (1) Given the reactants [CH2:1]([O:5][C:6]1[CH:11]=[CH:10][CH:9]=[CH:8][C:7]=1I)[CH:2]=[CH:3][CH3:4].[C:13]([O-])([O-])=O.[Na+].[Na+].CC([O-])=O.[Na+], predict the reaction product. The product is: [CH2:3]([C:2]1[C:7]2[CH:8]=[CH:9][CH:10]=[CH:11][C:6]=2[O:5][CH:1]=1)[CH2:4][CH3:13]. (2) Given the reactants [CH2:1]([O:8][C:9]1[CH:10]=[C:11]([CH:15]([NH:25][C:26](=[O:32])[O:27][C:28]([CH3:31])([CH3:30])[CH3:29])S(C2C=CC=CC=2)(=O)=O)[CH:12]=[CH:13][CH:14]=1)[C:2]1[CH:7]=[CH:6][CH:5]=[CH:4][CH:3]=1.[C:33]([O:40][C:41]([CH3:44])([CH3:43])[CH3:42])(=[O:39])[CH2:34][C:35]([O:37][CH3:38])=[O:36].C(=O)([O-])[O-].[Cs+].[Cs+].FC(F)(F)C1C=C(NC(N[C@@H]2CCCC[C@H]2N(C)C)=S)C=C(C(F)(F)F)C=1, predict the reaction product. The product is: [CH2:1]([O:8][C:9]1[CH:10]=[C:11]([C@@H:15]([NH:25][C:26]([O:27][C:28]([CH3:29])([CH3:30])[CH3:31])=[O:32])[CH:34]([C:35]([O:37][CH3:38])=[O:36])[C:33]([O:40][C:41]([CH3:44])([CH3:42])[CH3:43])=[O:39])[CH:12]=[CH:13][CH:14]=1)[C:2]1[CH:3]=[CH:4][CH:5]=[CH:6][CH:7]=1.